From a dataset of Forward reaction prediction with 1.9M reactions from USPTO patents (1976-2016). Predict the product of the given reaction. (1) Given the reactants C1(P(C2C=CC=CC=2)C2C=CC3C(=CC=CC=3)C=2C2C3C(=CC=CC=3)C=CC=2P(C2C=CC=CC=2)C2C=CC=CC=2)C=CC=CC=1.C(=O)([O-])[O-].[Cs+].[Cs+].Br[C:54]1[CH:59]=[CH:58][N:57]=[CH:56][CH:55]=1.[CH2:60]([N:62]1[C:66]2[N:67]=[CH:68][C:69]([C:72]3[CH2:79][C:75]4([CH2:78][CH2:77][CH2:76]4)[O:74][N:73]=3)=[C:70]([NH2:71])[C:65]=2[CH:64]=[N:63]1)[CH3:61], predict the reaction product. The product is: [CH2:60]([N:62]1[C:66]2[N:67]=[CH:68][C:69]([C:72]3[CH2:79][C:75]4([CH2:76][CH2:77][CH2:78]4)[O:74][N:73]=3)=[C:70]([NH:71][C:54]3[CH:59]=[CH:58][N:57]=[CH:56][CH:55]=3)[C:65]=2[CH:64]=[N:63]1)[CH3:61]. (2) Given the reactants [NH2:1][C:2]1[N:10]=[CH:9][N:8]=[C:7]2[C:3]=1[N:4]([C:22]1[CH:27]=[CH:26][C:25]([O:28][C:29]3[CH:34]=[CH:33][CH:32]=[CH:31][CH:30]=3)=[CH:24][CH:23]=1)[C:5](=[O:21])[N:6]2[CH:11]1[CH2:15][CH2:14][N:13]([C:16](=[O:20])[CH2:17][C:18]#[N:19])[CH2:12]1.[CH3:35][C:36]([N:40]1[CH2:45][CH2:44][O:43][CH2:42][CH2:41]1)([CH3:39])[CH:37]=O.N1CCCCC1.C(OCC)(=O)C, predict the reaction product. The product is: [NH2:1][C:2]1[N:10]=[CH:9][N:8]=[C:7]2[C:3]=1[N:4]([C:22]1[CH:27]=[CH:26][C:25]([O:28][C:29]3[CH:34]=[CH:33][CH:32]=[CH:31][CH:30]=3)=[CH:24][CH:23]=1)[C:5](=[O:21])[N:6]2[CH:11]1[CH2:15][CH2:14][N:13]([C:16]([C:17](=[CH:35][C:36]([CH3:39])([N:40]2[CH2:45][CH2:44][O:43][CH2:42][CH2:41]2)[CH3:37])[C:18]#[N:19])=[O:20])[CH2:12]1. (3) The product is: [Cl:1][C:2]1[N:7]=[C:6]2[CH2:8][N:17]([CH2:16][CH2:14][OH:15])[C:10](=[O:12])[C:5]2=[CH:4][CH:3]=1. Given the reactants [Cl:1][C:2]1[N:7]=[C:6]([CH2:8]Cl)[C:5]([C:10]([O:12]C)=O)=[CH:4][CH:3]=1.[CH2:14]([CH2:16][NH2:17])[OH:15], predict the reaction product.